This data is from Merck oncology drug combination screen with 23,052 pairs across 39 cell lines. The task is: Regression. Given two drug SMILES strings and cell line genomic features, predict the synergy score measuring deviation from expected non-interaction effect. (1) Drug 1: NC1(c2ccc(-c3nc4ccn5c(=O)[nH]nc5c4cc3-c3ccccc3)cc2)CCC1. Drug 2: CC(C)CC(NC(=O)C(Cc1ccccc1)NC(=O)c1cnccn1)B(O)O. Cell line: A427. Synergy scores: synergy=-0.942. (2) Drug 1: COc1cccc2c1C(=O)c1c(O)c3c(c(O)c1C2=O)CC(O)(C(=O)CO)CC3OC1CC(N)C(O)C(C)O1. Drug 2: NC(=O)c1cccc2cn(-c3ccc(C4CCCNC4)cc3)nc12. Cell line: PA1. Synergy scores: synergy=-13.7. (3) Drug 1: CN1C(=O)C=CC2(C)C3CCC4(C)C(NC(=O)OCC(F)(F)F)CCC4C3CCC12. Synergy scores: synergy=-8.54. Drug 2: COC12C(COC(N)=O)C3=C(C(=O)C(C)=C(N)C3=O)N1CC1NC12. Cell line: OV90. (4) Drug 1: CCC1(O)CC2CN(CCc3c([nH]c4ccccc34)C(C(=O)OC)(c3cc4c(cc3OC)N(C)C3C(O)(C(=O)OC)C(OC(C)=O)C5(CC)C=CCN6CCC43C65)C2)C1. Drug 2: CNC(=O)c1cc(Oc2ccc(NC(=O)Nc3ccc(Cl)c(C(F)(F)F)c3)cc2)ccn1. Cell line: SKMES1. Synergy scores: synergy=18.1.